Dataset: Reaction yield outcomes from USPTO patents with 853,638 reactions. Task: Predict the reaction yield, written as a fraction of the theoretical maximum amount of product (1.0 means a 100% yield; for example, 0.34 means a 34% yield). (1) The reactants are Br[C:2]1[C:3]([N:31]2[CH2:36][CH2:35][CH2:34][C@H:33]([NH:37][C:38](=[O:44])[O:39][C:40]([CH3:43])([CH3:42])[CH3:41])[CH2:32]2)=[N:4][C:5]([C:8]2[C:16]3[C:11](=[CH:12][N:13]=[C:14]([C:17]4[CH:18]=[N:19][CH:20]=[CH:21][CH:22]=4)[CH:15]=3)[N:10]([CH2:23][O:24][CH2:25][CH2:26][Si:27]([CH3:30])([CH3:29])[CH3:28])[N:9]=2)=[CH:6][CH:7]=1.[CH3:45][C:46]1(C)C(C)(C)OB(C=C)O1.C([O-])(=O)C.[K+].O. The catalyst is C(=O)([O-])[O-].[Na+].[Na+].C1C=CC(P(C2C=CC=CC=2)[C-]2C=CC=C2)=CC=1.C1C=CC(P(C2C=CC=CC=2)[C-]2C=CC=C2)=CC=1.Cl[Pd]Cl.[Fe+2].C(#N)C. The product is [N:19]1[CH:20]=[CH:21][CH:22]=[C:17]([C:14]2[CH:15]=[C:16]3[C:8]([C:5]4[N:4]=[C:3]([N:31]5[CH2:36][CH2:35][CH2:34][C@H:33]([NH:37][C:38](=[O:44])[O:39][C:40]([CH3:42])([CH3:43])[CH3:41])[CH2:32]5)[C:2]([CH:45]=[CH2:46])=[CH:7][CH:6]=4)=[N:9][N:10]([CH2:23][O:24][CH2:25][CH2:26][Si:27]([CH3:28])([CH3:29])[CH3:30])[C:11]3=[CH:12][N:13]=2)[CH:18]=1. The yield is 0.910. (2) The reactants are [F:1][C:2]1[CH:9]=[CH:8][C:5]([CH:6]=O)=[CH:4][CH:3]=1.[C:10](#[N:14])[CH2:11][C:12]#[N:13].C(N(CC)CC)C.[C:22]1([N:28]2[C:32](=[O:33])[CH2:31][C:30]([C:34]3[CH:39]=[CH:38][CH:37]=[CH:36][CH:35]=3)=[N:29]2)[CH:27]=[CH:26][CH:25]=[CH:24][CH:23]=1. The catalyst is C(O)C. The product is [NH2:13][C:12]1[O:33][C:32]2[N:28]([C:22]3[CH:23]=[CH:24][CH:25]=[CH:26][CH:27]=3)[N:29]=[C:30]([C:34]3[CH:35]=[CH:36][CH:37]=[CH:38][CH:39]=3)[C:31]=2[CH:6]([C:5]2[CH:8]=[CH:9][C:2]([F:1])=[CH:3][CH:4]=2)[C:11]=1[C:10]#[N:14]. The yield is 0.200.